This data is from Catalyst prediction with 721,799 reactions and 888 catalyst types from USPTO. The task is: Predict which catalyst facilitates the given reaction. (1) Reactant: I[C:2]1[CH:3]=[CH:4][C:5]2[O:9][C:8]([CH2:10][N:11]3[CH2:15][CH2:14][CH2:13][CH2:12]3)=[N:7][C:6]=2[CH:16]=1.[Cl:17][C:18]1[CH:23]=[CH:22][C:21]([C:24]2[CH:25]=[CH:26][C:27]([C:30]#[CH:31])=[N:28][CH:29]=2)=[CH:20][CH:19]=1.C([O-])([O-])=O.[Cs+].[Cs+]. Product: [Cl:17][C:18]1[CH:19]=[CH:20][C:21]([C:24]2[CH:25]=[CH:26][C:27]([C:30]#[C:31][C:2]3[CH:3]=[CH:4][C:5]4[O:9][C:8]([CH2:10][N:11]5[CH2:15][CH2:14][CH2:13][CH2:12]5)=[N:7][C:6]=4[CH:16]=3)=[N:28][CH:29]=2)=[CH:22][CH:23]=1. The catalyst class is: 1. (2) Reactant: [CH:1]1([CH2:4][CH2:5][NH:6][C:7]2[CH:8]=[C:9]([C:13]3[CH:18]=[CH:17][C:16]([C:19]([F:22])([F:21])[F:20])=[CH:15][CH:14]=3)[CH:10]=[CH:11][CH:12]=2)[CH2:3][CH2:2]1.Br[CH2:24][C:25]1[CH:37]=[CH:36][C:28]([O:29][CH2:30][C:31]([O:33][CH2:34][CH3:35])=[O:32])=[C:27]([CH3:38])[CH:26]=1.C(N(CC)C(C)C)(C)C. Product: [CH:1]1([CH2:4][CH2:5][N:6]([CH2:24][C:25]2[CH:37]=[CH:36][C:28]([O:29][CH2:30][C:31]([O:33][CH2:34][CH3:35])=[O:32])=[C:27]([CH3:38])[CH:26]=2)[C:7]2[CH:8]=[C:9]([C:13]3[CH:14]=[CH:15][C:16]([C:19]([F:20])([F:21])[F:22])=[CH:17][CH:18]=3)[CH:10]=[CH:11][CH:12]=2)[CH2:3][CH2:2]1. The catalyst class is: 23. (3) Reactant: FC1C=C(OC)C=C(F)C=1C[NH2:5].C(N(CC)C(C)C)(C)C.C(N1C=CN=C1)(N1C=CN=C1)=O.C(N(CC)CC)C.[F:41][C:42]1[CH:71]=[C:70]([O:72][CH3:73])[CH:69]=[C:68]([F:74])[C:43]=1[CH2:44][N:45]1[C:50]2[N:51]=[CH:52][CH:53]=[CH:54][C:49]=2[S:48](=[O:56])(=[O:55])[N:47]([C:57]2[CH:62]=C[C:60]([O:63][CH3:64])=[C:59]([O:65][CH3:66])[CH:58]=2)[C:46]1=[O:67]. Product: [F:41][C:42]1[CH:71]=[C:70]([O:72][CH3:73])[CH:69]=[C:68]([F:74])[C:43]=1[CH2:44][N:45]1[C:50]2[N:51]=[CH:52][CH:53]=[CH:54][C:49]=2[S:48](=[O:56])(=[O:55])[N:47]([C:57]2[CH:62]=[N:5][C:60]([O:63][CH3:64])=[C:59]([O:65][CH3:66])[CH:58]=2)[C:46]1=[O:67]. The catalyst class is: 3. (4) Reactant: C[O:2][C:3]1[C:8]2[C:9]([C:27]3[CH:32]=[CH:31][N:30]=[C:29]([NH:33]C(=O)C)[N:28]=3)=[C:10]3[CH:15]=[CH:14][N:13]=[C:12]([NH:16][S:17]([C:20]4[CH:26]=[CH:25][C:23]([CH3:24])=[CH:22][CH:21]=4)(=[O:19])=[O:18])[N:11]3[C:7]=2[N:6]=[CH:5][CH:4]=1.C([O-])(O)=O.[Na+]. Product: [OH:2][C:3]1[C:8]2[C:9]([C:27]3[CH:32]=[CH:31][N:30]=[C:29]([NH2:33])[N:28]=3)=[C:10]3[CH:15]=[CH:14][N:13]=[C:12]([NH:16][S:17]([C:20]4[CH:21]=[CH:22][C:23]([CH3:24])=[CH:25][CH:26]=4)(=[O:18])=[O:19])[N:11]3[C:7]=2[N:6]=[CH:5][CH:4]=1. The catalyst class is: 201. (5) Reactant: [CH2:1]([O:3][C:4](=[O:20])[CH:5]([O:17][CH2:18][CH3:19])[CH2:6][C:7]1[CH:8]=[C:9]2[C:13](=[CH:14][CH:15]=1)[NH:12][CH:11]=[C:10]2[CH3:16])[CH3:2].Cl[CH2:22][C:23]1[N:24]=[C:25]([C:29]2[CH:34]=[CH:33][C:32]([CH:35]([CH3:37])[CH3:36])=[CH:31][CH:30]=2)[O:26][C:27]=1[CH3:28].[H-].[Na+]. Product: [CH2:1]([O:3][C:4](=[O:20])[CH:5]([O:17][CH2:18][CH3:19])[CH2:6][C:7]1[CH:8]=[C:9]2[C:13](=[CH:14][CH:15]=1)[N:12]([CH2:22][C:23]1[N:24]=[C:25]([C:29]3[CH:30]=[CH:31][C:32]([CH:35]([CH3:37])[CH3:36])=[CH:33][CH:34]=3)[O:26][C:27]=1[CH3:28])[CH:11]=[C:10]2[CH3:16])[CH3:2]. The catalyst class is: 35. (6) Reactant: [CH3:1][N:2]1[C:7](=[O:8])[C:6]2[C:9]([C:30]3[CH:35]=[CH:34][CH:33]=[CH:32][CH:31]=3)=[C:10]([C:12]3[CH:17]=[CH:16][C:15]([C:18]4([NH:22][C:23](=[O:29])[O:24][C:25]([CH3:28])([CH3:27])[CH3:26])[CH2:21][CH2:20][CH2:19]4)=[CH:14][CH:13]=3)[O:11][C:5]=2[N:4]=[C:3]1S(C)(=O)=O.[CH3:40][O:41][CH2:42][CH2:43][NH2:44]. Product: [CH3:40][O:41][CH2:42][CH2:43][NH:44][C:3]1[N:2]([CH3:1])[C:7](=[O:8])[C:6]2[C:9]([C:30]3[CH:35]=[CH:34][CH:33]=[CH:32][CH:31]=3)=[C:10]([C:12]3[CH:13]=[CH:14][C:15]([C:18]4([NH:22][C:23](=[O:29])[O:24][C:25]([CH3:28])([CH3:26])[CH3:27])[CH2:21][CH2:20][CH2:19]4)=[CH:16][CH:17]=3)[O:11][C:5]=2[N:4]=1. The catalyst class is: 1. (7) Reactant: [Cl:1]C(OC(Cl)C)=O.C([N:21]1[CH2:24][CH:23]([C:25]2[O:26][C:27]3[CH:33]=[CH:32][CH:31]=[CH:30][C:28]=3[CH:29]=2)[CH2:22]1)(C1C=CC=CC=1)C1C=CC=CC=1.C(O)C. Product: [ClH:1].[O:26]1[C:27]2[CH:33]=[CH:32][CH:31]=[CH:30][C:28]=2[CH:29]=[C:25]1[CH:23]1[CH2:22][NH:21][CH2:24]1. The catalyst class is: 4. (8) Reactant: [F:1][C:2]1[CH:7]=[CH:6][CH:5]=[CH:4][C:3]=1[C:8]1[NH:16][C:15]2[CH:14]=[N:13][CH:12]=[N:11][C:10]=2[C:9]=1[C:17]#[N:18].[CH3:19][O:20][C:21]1[CH:26]=[CH:25][C:24]([C:27]2[S:31][C:30]([CH2:32]OS(C)(=O)=O)=[N:29][N:28]=2)=[C:23]([C:38]([F:41])([F:40])[F:39])[CH:22]=1.[H-].[Na+]. Product: [F:1][C:2]1[CH:7]=[CH:6][CH:5]=[CH:4][C:3]=1[C:8]1[C:9]([C:17]#[N:18])=[C:10]2[C:15]([N:16]=1)=[CH:14][N:13]([CH2:32][C:30]1[S:31][C:27]([C:24]3[CH:25]=[CH:26][C:21]([O:20][CH3:19])=[CH:22][C:23]=3[C:38]([F:41])([F:39])[F:40])=[N:28][N:29]=1)[CH:12]=[N:11]2. The catalyst class is: 3. (9) Reactant: [Br:1][CH2:2][CH:3]([CH:7]([CH3:9])[CH3:8])[C:4]([OH:6])=[O:5].[CH3:10][C:11](=[CH2:13])[CH3:12].S(=O)(=O)(O)O.C(=O)(O)[O-].[Na+]. Product: [C:11]([O:5][C:4](=[O:6])[CH:3]([CH2:2][Br:1])[CH:7]([CH3:9])[CH3:8])([CH3:13])([CH3:12])[CH3:10]. The catalyst class is: 2.